This data is from Reaction yield outcomes from USPTO patents with 853,638 reactions. The task is: Predict the reaction yield, written as a fraction of the theoretical maximum amount of product (1.0 means a 100% yield; for example, 0.34 means a 34% yield). (1) The reactants are [CH3:1][N:2]([CH2:10][CH2:11][N:12]1[CH2:17][CH2:16][S:15][C:14]2[CH:18]=[C:19]([N+:22]([O-])=O)[CH:20]=[CH:21][C:13]1=2)[C:3](=[O:9])[O:4][C:5]([CH3:8])([CH3:7])[CH3:6].O.NN. The catalyst is CO.[Ni]. The product is [NH2:22][C:19]1[CH:20]=[CH:21][C:13]2[N:12]([CH2:11][CH2:10][N:2]([CH3:1])[C:3](=[O:9])[O:4][C:5]([CH3:6])([CH3:7])[CH3:8])[CH2:17][CH2:16][S:15][C:14]=2[CH:18]=1. The yield is 0.980. (2) The reactants are [Cl:1][C:2]1[CH:27]=[CH:26][C:5]([CH2:6][N:7]2[C:15]3[C:10](=[CH:11][CH:12]=[CH:13][CH:14]=3)[C:9]([C:16]([C:18]3[NH:22][C:21]([C:23]([OH:25])=[O:24])=[CH:20][N:19]=3)=[O:17])=[CH:8]2)=[CH:4][CH:3]=1.S(=O)(=O)(O)O.[CH3:33]O. The catalyst is C(OCC)(=O)C.CCCCCC. The product is [CH3:33][O:24][C:23]([C:21]1[NH:22][C:18]([C:16]([C:9]2[C:10]3[C:15](=[CH:14][CH:13]=[CH:12][CH:11]=3)[N:7]([CH2:6][C:5]3[CH:26]=[CH:27][C:2]([Cl:1])=[CH:3][CH:4]=3)[CH:8]=2)=[O:17])=[N:19][CH:20]=1)=[O:25]. The yield is 0.890. (3) The reactants are [OH-].[Na+].C([O:6][CH2:7][C:8]1[CH:13]=[C:12]([C:14]([O:16]C)=[O:15])[CH:11]=[CH:10][C:9]=1[C:18]1[CH:23]=[CH:22][CH:21]=[CH:20][C:19]=1[CH3:24])(=O)C. The catalyst is CCO. The product is [OH:6][CH2:7][C:8]1[CH:13]=[C:12]([C:14]([OH:16])=[O:15])[CH:11]=[CH:10][C:9]=1[C:18]1[CH:23]=[CH:22][CH:21]=[CH:20][C:19]=1[CH3:24]. The yield is 0.710. (4) The reactants are [Br:1][C:2]1[C:11]2[C:6](=[CH:7][C:8]([C:12]3[N:13]=[C:14]([C:17]4[CH:22]=[CH:21][CH:20]=[CH:19][CH:18]=4)[S:15][CH:16]=3)=[CH:9][CH:10]=2)[CH:5]=[CH:4][C:3]=1[OH:23].Br[CH2:25][C:26]([O:28][CH3:29])=[O:27].C(=O)([O-])[O-].[Cs+].[Cs+]. The catalyst is CC(C)=O. The product is [Br:1][C:2]1[C:11]2[C:6](=[CH:7][C:8]([C:12]3[N:13]=[C:14]([C:17]4[CH:22]=[CH:21][CH:20]=[CH:19][CH:18]=4)[S:15][CH:16]=3)=[CH:9][CH:10]=2)[CH:5]=[CH:4][C:3]=1[O:23][CH2:25][C:26]([O:28][CH3:29])=[O:27]. The yield is 0.950. (5) The yield is 1.00. The catalyst is CCO. The product is [ClH:29].[ClH:29].[O:28]1[C:20]2[C:21](=[N:22][CH:23]=[CH:24][C:19]=2[C@H:17]([CH3:18])[CH2:16][NH2:8])[O:25][CH2:26][CH2:27]1. The reactants are C(OC([N:8]([CH2:16][C@H:17]([C:19]1[CH:24]=[CH:23][N:22]=[C:21]2[O:25][CH2:26][CH2:27][O:28][C:20]=12)[CH3:18])C(=O)OC(C)(C)C)=O)(C)(C)C.[ClH:29].CC(O)C. (6) The reactants are [CH3:1][O:2][C:3]1[CH:36]=[CH:35][C:6]([CH2:7][N:8]2[C:16](=[O:17])[C:15]3[NH:14][C:13]([CH2:18][CH2:19][CH2:20][O:21][C:22]4[CH:27]=[CH:26][CH:25]=[C:24]([O:28][C:29]([F:32])([F:31])[F:30])[CH:23]=4)=[N:12][C:11]=3[N:10]([CH3:33])[C:9]2=[O:34])=[CH:5][CH:4]=1.Br[CH2:38][C:39]1[CH:44]=[CH:43][C:42]([Cl:45])=[CH:41][CH:40]=1.C(=O)([O-])[O-].[K+].[K+]. The catalyst is CN(C=O)C.CCCC[N+](CCCC)(CCCC)CCCC.[I-]. The product is [Cl:45][C:42]1[CH:43]=[CH:44][C:39]([CH2:38][N:14]2[C:15]3[C:16](=[O:17])[N:8]([CH2:7][C:6]4[CH:5]=[CH:4][C:3]([O:2][CH3:1])=[CH:36][CH:35]=4)[C:9](=[O:34])[N:10]([CH3:33])[C:11]=3[N:12]=[C:13]2[CH2:18][CH2:19][CH2:20][O:21][C:22]2[CH:27]=[CH:26][CH:25]=[C:24]([O:28][C:29]([F:31])([F:32])[F:30])[CH:23]=2)=[CH:40][CH:41]=1. The yield is 0.925. (7) The reactants are [CH3:13][C:12]([O:11][C:9](O[C:9]([O:11][C:12]([CH3:15])([CH3:14])[CH3:13])=[O:10])=[O:10])([CH3:15])[CH3:14].[Cl:16][C:17]1[N:22]=[C:21]([I:23])[C:20]([NH2:24])=[CH:19][CH:18]=1. The catalyst is CN(C1C=CN=CC=1)C.C(Cl)Cl. The product is [Cl:16][C:17]1[N:22]=[C:21]([I:23])[C:20]([NH:24][C:9](=[O:10])[O:11][C:12]([CH3:13])([CH3:14])[CH3:15])=[CH:19][CH:18]=1. The yield is 0.344. (8) The reactants are Cl[CH2:2][CH2:3][CH2:4][N:5]1[CH2:10][CH2:9][CH2:8][CH2:7][C:6]1=[O:11].C(=O)([O-])[O-].[K+].[K+].[F:18][C:19]1[CH:46]=[CH:45][C:22]([CH2:23][N:24]([CH:39]2[CH2:44][CH2:43][NH:42][CH2:41][CH2:40]2)[C:25](=[O:38])[CH2:26][C:27]2[CH:32]=[CH:31][C:30]([O:33][CH2:34][CH:35]([CH3:37])[CH3:36])=[CH:29][CH:28]=2)=[CH:21][CH:20]=1.[I-].[Na+]. The catalyst is CN(C=O)C. The product is [F:18][C:19]1[CH:46]=[CH:45][C:22]([CH2:23][N:24]([CH:39]2[CH2:44][CH2:43][N:42]([CH2:2][CH2:3][CH2:4][N:5]3[CH2:10][CH2:9][CH2:8][CH2:7][C:6]3=[O:11])[CH2:41][CH2:40]2)[C:25](=[O:38])[CH2:26][C:27]2[CH:28]=[CH:29][C:30]([O:33][CH2:34][CH:35]([CH3:37])[CH3:36])=[CH:31][CH:32]=2)=[CH:21][CH:20]=1. The yield is 0.0300. (9) The reactants are [Br:1][C:2]1[CH:3]=[CH:4][C:5]([CH3:16])=[C:6]([C:8]2[CH:13]=[C:12](Cl)[N:11]=[C:10]([NH2:15])[N:9]=2)[CH:7]=1.[NH2:17][C:18]1[CH:25]=[CH:24][C:21]([C:22]#[N:23])=[CH:20][CH:19]=1. No catalyst specified. The product is [NH2:15][C:10]1[N:11]=[C:12]([NH:17][C:18]2[CH:25]=[CH:24][C:21]([C:22]#[N:23])=[CH:20][CH:19]=2)[CH:13]=[C:8]([C:6]2[CH:7]=[C:2]([Br:1])[CH:3]=[CH:4][C:5]=2[CH3:16])[N:9]=1. The yield is 0.720.